This data is from Forward reaction prediction with 1.9M reactions from USPTO patents (1976-2016). The task is: Predict the product of the given reaction. (1) The product is: [Br:1][C:2]1[CH:7]=[CH:6][C:5]([CH2:8][CH2:9][CH2:10][CH2:11][C:12]([OH:14])=[O:13])=[CH:4][C:3]=1[F:15]. Given the reactants [Br:1][C:2]1[CH:7]=[CH:6][C:5](/[CH:8]=[CH:9]/[CH2:10][CH2:11][C:12]([OH:14])=[O:13])=[CH:4][C:3]=1[F:15], predict the reaction product. (2) Given the reactants Br[C:2]1[C:3]([C:8]([O:10][CH3:11])=[O:9])=[N:4][CH:5]=[CH:6][CH:7]=1.[C:12](#[N:15])[CH:13]=[CH2:14].C1(CNCC2CCCCC2)CCCCC1.C(P(C(C)(C)C)C(C)(C)C)(C)(C)C, predict the reaction product. The product is: [C:12](/[CH:13]=[CH:14]/[C:2]1[C:3]([C:8]([O:10][CH3:11])=[O:9])=[N:4][CH:5]=[CH:6][CH:7]=1)#[N:15]. (3) The product is: [Cl:31][C:19]1[C:20]([NH:22][CH:23]2[CH2:29][CH2:28][CH2:27][CH2:26][NH:25][C:24]2=[O:30])=[N:21][C:16]([NH:14][C:11]2[CH:12]=[CH:13][C:6]3[CH2:5][CH2:4][N:3]([CH2:1][CH3:2])[CH2:9][CH2:8][C:7]=3[CH:10]=2)=[N:17][CH:18]=1. Given the reactants [CH2:1]([N:3]1[CH2:9][CH2:8][C:7]2[CH:10]=[C:11]([NH2:14])[CH:12]=[CH:13][C:6]=2[CH2:5][CH2:4]1)[CH3:2].Cl[C:16]1[N:21]=[C:20]([NH:22][CH:23]2[CH2:29][CH2:28][CH2:27][CH2:26][NH:25][C:24]2=[O:30])[C:19]([Cl:31])=[CH:18][N:17]=1.Cl.[Na], predict the reaction product. (4) Given the reactants O[CH2:2][C:3]([C:5]1[CH:10]=[CH:9][CH:8]=[CH:7][CH:6]=1)=[O:4].[CH3:11][C:12]1N=CS[C:16]=1C=O.O(C)[Na].[CH2:22]1[CH2:26]O[CH2:24][CH2:23]1, predict the reaction product. The product is: [C:22]1([CH:26]=[CH:2][C:3]([C:5]2[CH:10]=[CH:9][CH:8]=[CH:7][CH:6]=2)=[O:4])[CH:16]=[CH:12][CH:11]=[CH:24][CH:23]=1. (5) Given the reactants Cl.[CH:2]1([NH:5][C:6]([NH:8][C:9]2[CH:14]=[CH:13][C:12]([C:15]3[N:16]=[C:17]([N:24]4[CH2:29][CH2:28][O:27][CH2:26][C@@H:25]4[CH3:30])[C:18]4[CH2:23][NH:22][CH2:21][C:19]=4[N:20]=3)=[C:11]([F:31])[CH:10]=2)=[O:7])[CH2:4][CH2:3]1.CCN(CC)CC.[CH3:39][S:40](Cl)(=[O:42])=[O:41], predict the reaction product. The product is: [CH:2]1([NH:5][C:6]([NH:8][C:9]2[CH:14]=[CH:13][C:12]([C:15]3[N:16]=[C:17]([N:24]4[CH2:29][CH2:28][O:27][CH2:26][C@@H:25]4[CH3:30])[C:18]4[CH2:23][N:22]([S:40]([CH3:39])(=[O:42])=[O:41])[CH2:21][C:19]=4[N:20]=3)=[C:11]([F:31])[CH:10]=2)=[O:7])[CH2:3][CH2:4]1. (6) Given the reactants [Br:1][C:2]1[C:3]([N+:16]([O-])=O)=[CH:4][C:5]2[O:9][CH:8]=[C:7]([C:10]([O:12][CH2:13][CH3:14])=[O:11])[C:6]=2[CH:15]=1.[NH4+].[Cl-], predict the reaction product. The product is: [NH2:16][C:3]1[C:2]([Br:1])=[CH:15][C:6]2[C:7]([C:10]([O:12][CH2:13][CH3:14])=[O:11])=[CH:8][O:9][C:5]=2[CH:4]=1. (7) The product is: [Cl:38][C:35]1[CH:36]=[CH:37][C:32]([CH2:31][C:30]([NH:29][C:25]2[CH:26]=[N:27][CH:28]=[C:23]([C:21]([C:14]3[C:15]4[CH:20]=[N:19][CH:18]=[N:17][C:16]=4[N:12]([C:8]4([CH2:7][OH:6])[CH2:11][O:10][CH2:9]4)[CH:13]=3)=[O:22])[CH:24]=2)=[O:39])=[CH:33][CH:34]=1. Given the reactants C([SiH2][O:6][C:7](C)(C)[C:8]1([N:12]2[C:16]3[N:17]=[CH:18][N:19]=[CH:20][C:15]=3[C:14]([C:21]([C:23]3[CH:24]=[C:25]([NH:29][C:30](=[O:39])[CH2:31][C:32]4[CH:37]=[CH:36][C:35]([Cl:38])=[CH:34][CH:33]=4)[CH:26]=[N:27][CH:28]=3)=[O:22])=[CH:13]2)[CH2:11][O:10][CH2:9]1)(C)(C)C.[F-].C([N+](CCCC)(CCCC)CCCC)CCC, predict the reaction product. (8) Given the reactants F[C:2]1[N:7]=[C:6]([C:8]2[C:16]3[C:11](=[CH:12][N:13]=[C:14]([C:17]4[CH:18]=[N:19][CH:20]=[CH:21][CH:22]=4)[CH:15]=3)[N:10](C3CCCCO3)[N:9]=2)[CH:5]=[CH:4][CH:3]=1.[NH:29]1[CH2:34][CH2:33][CH:32]([CH:35]2[CH2:40][CH2:39][NH:38][CH2:37][CH2:36]2)[CH2:31][CH2:30]1, predict the reaction product. The product is: [N:29]1([C:2]2[N:7]=[C:6]([C:8]3[C:16]4[C:11](=[CH:12][N:13]=[C:14]([C:17]5[CH:18]=[N:19][CH:20]=[CH:21][CH:22]=5)[CH:15]=4)[NH:10][N:9]=3)[CH:5]=[CH:4][CH:3]=2)[CH2:34][CH2:33][CH:32]([CH:35]2[CH2:40][CH2:39][NH:38][CH2:37][CH2:36]2)[CH2:31][CH2:30]1. (9) Given the reactants [C:1]([O:5][C:6]([N:8]1[CH:13]([C:14]2[NH:15][C:16]([C:19]3[CH:24]=[CH:23][C:22]([Br:25])=[CH:21][CH:20]=3)=[CH:17][N:18]=2)[CH:12]2[CH2:26][CH:9]1CC2)=[O:7])([CH3:4])([CH3:3])[CH3:2].C(O[C:32]([N:34]1CC(C#N)CC1C(=O)NCC(C1C=CC(Br)=CC=1)=O)=O)(C)(C)C.C(OC(N1CC2CC1CC2)=O)(C)(C)C, predict the reaction product. The product is: [C:1]([O:5][C:6]([N:8]1[CH2:9][CH:26]([C:32]#[N:34])[CH2:12][CH:13]1[C:14]1[NH:15][C:16]([C:19]2[CH:24]=[CH:23][C:22]([Br:25])=[CH:21][CH:20]=2)=[CH:17][N:18]=1)=[O:7])([CH3:2])([CH3:3])[CH3:4]. (10) Given the reactants [C:1]([O:5][C@@H:6]([C:12]1[C:37]([CH3:38])=[CH:36][C:15]2[N:16]=[C:17]([C:19]3[CH:24]=[CH:23][N:22]=[C:21]([C:25]4[CH:26]=[C:27]5[C:33]([CH3:34])=[CH:32][N:31]([CH3:35])[C:28]5=[N:29][CH:30]=4)[CH:20]=3)[S:18][C:14]=2[C:13]=1[C:39]1[CH:44]=[CH:43][C:42]([Cl:45])=[CH:41][CH:40]=1)[C:7]([O:9]CC)=[O:8])([CH3:4])([CH3:3])[CH3:2].[OH-].[Na+], predict the reaction product. The product is: [C:1]([O:5][C@@H:6]([C:12]1[C:37]([CH3:38])=[CH:36][C:15]2[N:16]=[C:17]([C:19]3[CH:24]=[CH:23][N:22]=[C:21]([C:25]4[CH:26]=[C:27]5[C:33]([CH3:34])=[CH:32][N:31]([CH3:35])[C:28]5=[N:29][CH:30]=4)[CH:20]=3)[S:18][C:14]=2[C:13]=1[C:39]1[CH:40]=[CH:41][C:42]([Cl:45])=[CH:43][CH:44]=1)[C:7]([OH:9])=[O:8])([CH3:4])([CH3:2])[CH3:3].